This data is from Full USPTO retrosynthesis dataset with 1.9M reactions from patents (1976-2016). The task is: Predict the reactants needed to synthesize the given product. Given the product [N:5]1[CH:6]=[CH:7][C:2]([C:1]([OH:10])=[O:8])=[N:3][CH:4]=1, predict the reactants needed to synthesize it. The reactants are: [CH3:1][C:2]1[CH:7]=[CH:6][N:5]=[CH:4][N:3]=1.[OH2:8].C[OH:10].C(Cl)(Cl)Cl.